This data is from Reaction yield outcomes from USPTO patents with 853,638 reactions. The task is: Predict the reaction yield, written as a fraction of the theoretical maximum amount of product (1.0 means a 100% yield; for example, 0.34 means a 34% yield). (1) The reactants are [CH3:1][N:2]1[CH2:10][C:9]2[C:4](=[CH:5][CH:6]=[C:7]([C:11]3[S:12][CH:13]=[CH:14][N:15]=3)[CH:8]=2)[C:3]1=[O:16].[I:17]N1C(=O)CCC1=O. No catalyst specified. The product is [I:17][C:13]1[S:12][C:11]([C:7]2[CH:8]=[C:9]3[C:4](=[CH:5][CH:6]=2)[C:3](=[O:16])[N:2]([CH3:1])[CH2:10]3)=[N:15][CH:14]=1. The yield is 0.120. (2) The reactants are [Br:1][C:2]1[CH:3]=[C:4]([CH3:9])[CH:5]=[C:6](Br)[CH:7]=1.[CH3:10][S:11]([O-:13])=[O:12].[Na+].N1CCC[C@H]1C(O)=O.[OH-].[Na+]. The catalyst is O.[Cu]I. The product is [Br:1][C:2]1[CH:3]=[C:4]([CH3:9])[CH:5]=[C:6]([S:11]([CH3:10])(=[O:13])=[O:12])[CH:7]=1. The yield is 0.200. (3) The reactants are [CH:1]([C:4]1[CH:12]=[C:7]2[CH:8]=[CH:9][CH:10]=[CH:11][N:6]2[N:5]=1)([CH3:3])[CH3:2].[I:13]N1C(=O)CCC1=O. The catalyst is ClCCCl.O1CCCC1. The product is [I:13][C:12]1[C:4]([CH:1]([CH3:3])[CH3:2])=[N:5][N:6]2[CH:11]=[CH:10][CH:9]=[CH:8][C:7]=12. The yield is 0.940. (4) The reactants are [CH3:1][N:2]1[CH2:7][CH2:6][N:5]([C@H:8]2[CH2:13][CH2:12][C@H:11]([NH2:14])[CH2:10][CH2:9]2)[CH2:4][CH2:3]1.[CH:15]1([N:20]2[C:29]3[N:28]=[C:27]([NH:30][C:31]4[CH:32]=[CH:33][C:34]([C:42](O)=[O:43])=[C:35]5[C:39]=4[O:38][C:37]([CH3:41])([CH3:40])[CH2:36]5)[N:26]=[CH:25][C:24]=3[N:23]([CH3:45])[C:22](=[O:46])[C@H:21]2[CH2:47][CH3:48])[CH2:19][CH2:18][CH2:17][CH2:16]1.F[B-](F)(F)F.N1(OC(N(C)C)=[N+](C)C)C2C=CC=CC=2N=N1.C(N(C(C)C)CC)(C)C.C(=O)(O)[O-].[Na+]. The catalyst is ClCCl. The product is [CH:15]1([N:20]2[C:29]3[N:28]=[C:27]([NH:30][C:31]4[CH:32]=[CH:33][C:34]([C:42]([NH:14][C@H:11]5[CH2:12][CH2:13][C@H:8]([N:5]6[CH2:4][CH2:3][N:2]([CH3:1])[CH2:7][CH2:6]6)[CH2:9][CH2:10]5)=[O:43])=[C:35]5[C:39]=4[O:38][C:37]([CH3:40])([CH3:41])[CH2:36]5)[N:26]=[CH:25][C:24]=3[N:23]([CH3:45])[C:22](=[O:46])[C@H:21]2[CH2:47][CH3:48])[CH2:16][CH2:17][CH2:18][CH2:19]1. The yield is 0.330.